This data is from Full USPTO retrosynthesis dataset with 1.9M reactions from patents (1976-2016). The task is: Predict the reactants needed to synthesize the given product. (1) Given the product [Br:1][C:2]1[CH:8]=[C:7]([F:9])[C:5]([NH:6][S:12]([CH3:11])(=[O:14])=[O:13])=[C:4]([F:10])[CH:3]=1, predict the reactants needed to synthesize it. The reactants are: [Br:1][C:2]1[CH:8]=[C:7]([F:9])[C:5]([NH2:6])=[C:4]([F:10])[CH:3]=1.[CH3:11][S:12](Cl)(=[O:14])=[O:13]. (2) Given the product [C:20]([C:13]1[CH:14]=[C:15]2[C:10](=[CH:11][CH:12]=1)[N:9]([CH3:22])[CH:8]([C:4]1[CH:3]=[C:2]([NH:23][C:24]3([C:27]([OH:29])=[O:28])[CH2:26][CH2:25]3)[CH:7]=[CH:6][CH:5]=1)[CH2:17][C:16]2([CH3:19])[CH3:18])#[N:21], predict the reactants needed to synthesize it. The reactants are: Br[C:2]1[CH:3]=[C:4]([CH:8]2[CH2:17][C:16]([CH3:19])([CH3:18])[C:15]3[C:10](=[CH:11][CH:12]=[C:13]([C:20]#[N:21])[CH:14]=3)[N:9]2[CH3:22])[CH:5]=[CH:6][CH:7]=1.[NH2:23][C:24]1([C:27]([OH:29])=[O:28])[CH2:26][CH2:25]1.C(=O)([O-])[O-].[K+].[K+]. (3) Given the product [Br:1][C:2]1[CH:3]=[C:4]([C:15]([NH:17][CH2:18][C:19]2[C:20](=[O:28])[NH:21][C:22]([CH2:26][OH:27])=[CH:23][C:24]=2[CH3:25])=[O:16])[C:5]2[C:6]([CH3:14])=[CH:7][N:8]([CH:11]([CH3:13])[CH3:12])[C:9]=2[CH:10]=1, predict the reactants needed to synthesize it. The reactants are: [Br:1][C:2]1[CH:3]=[C:4]([C:15]([NH:17][CH2:18][C:19]2[C:20]([O:28]C)=[N:21][C:22]([CH2:26][OH:27])=[CH:23][C:24]=2[CH3:25])=[O:16])[C:5]2[C:6]([CH3:14])=[CH:7][N:8]([CH:11]([CH3:13])[CH3:12])[C:9]=2[CH:10]=1.Cl. (4) Given the product [Br:27][C:10]1[C:6]2[CH:5]=[CH:4][C:3]([O:2][CH3:1])=[CH:19][C:7]=2[S:8][C:9]=1[C:11]1[CH:12]=[CH:13][C:14]([O:17][CH3:18])=[CH:15][CH:16]=1, predict the reactants needed to synthesize it. The reactants are: [CH3:1][O:2][C:3]1[CH:4]=[CH:5][C:6]2[CH:10]=[C:9]([C:11]3[CH:16]=[CH:15][C:14]([O:17][CH3:18])=[CH:13][CH:12]=3)[S:8][C:7]=2[CH:19]=1.C1C(=O)N([Br:27])C(=O)C1. (5) Given the product [F:1][C:2]1[C:16]([CH2:17][NH2:18])=[CH:15][C:5]2[N:6]([CH:9]3[CH2:14][CH2:13][CH2:12][CH2:11][O:10]3)[CH:7]=[N:8][C:4]=2[CH:3]=1, predict the reactants needed to synthesize it. The reactants are: [F:1][C:2]1[C:16]([C:17]#[N:18])=[CH:15][C:5]2[N:6]([CH:9]3[CH2:14][CH2:13][CH2:12][CH2:11][O:10]3)[CH:7]=[N:8][C:4]=2[CH:3]=1.